Dataset: Full USPTO retrosynthesis dataset with 1.9M reactions from patents (1976-2016). Task: Predict the reactants needed to synthesize the given product. (1) Given the product [Br:1][C:2]1[C:3]([S:8][C:13]([CH3:15])([CH3:14])[C:12]([O:11][CH2:9][CH3:10])=[O:17])=[N:4][CH:5]=[CH:6][CH:7]=1, predict the reactants needed to synthesize it. The reactants are: [Br:1][C:2]1[C:3]([SH:8])=[N:4][CH:5]=[CH:6][CH:7]=1.[CH2:9]([O:11][C:12](=[O:17])[C:13](Br)([CH3:15])[CH3:14])[CH3:10].C(=O)([O-])[O-].[Na+].[Na+].Cl. (2) Given the product [C:27]([NH:1][C:2]1[N:3]=[CH:4][C:5]([CH2:8][C:9]2[CH:26]=[CH:25][C:12]3[CH2:13][CH2:14][N:15]([C:18]([O:20][C:21]([CH3:23])([CH3:22])[CH3:24])=[O:19])[CH2:16][CH2:17][C:11]=3[CH:10]=2)=[N:6][CH:7]=1)(=[O:29])[CH3:28], predict the reactants needed to synthesize it. The reactants are: [NH2:1][C:2]1[N:3]=[CH:4][C:5]([CH2:8][C:9]2[CH:26]=[CH:25][C:12]3[CH2:13][CH2:14][N:15]([C:18]([O:20][C:21]([CH3:24])([CH3:23])[CH3:22])=[O:19])[CH2:16][CH2:17][C:11]=3[CH:10]=2)=[N:6][CH:7]=1.[C:27](Cl)(=[O:29])[CH3:28]. (3) Given the product [CH2:13]([N:20]1[CH2:24][CH2:23][C@H:22]([NH:25][CH2:11][C:2]2[CH:3]=[CH:4][C:5]3[C:10](=[CH:9][CH:8]=[CH:7][CH:6]=3)[CH:1]=2)[CH2:21]1)[C:14]1[CH:15]=[CH:16][CH:17]=[CH:18][CH:19]=1, predict the reactants needed to synthesize it. The reactants are: [CH:1]1[C:10]2[C:5](=[CH:6][CH:7]=[CH:8][CH:9]=2)[CH:4]=[CH:3][C:2]=1[CH:11]=O.[CH2:13]([N:20]1[CH2:24][CH2:23][C@H:22]([NH2:25])[CH2:21]1)[C:14]1[CH:19]=[CH:18][CH:17]=[CH:16][CH:15]=1.[BH4-].[Na+].